This data is from Forward reaction prediction with 1.9M reactions from USPTO patents (1976-2016). The task is: Predict the product of the given reaction. (1) Given the reactants [F:1][C@@H:2]1[CH2:6][N:5]([C:7](=[O:10])[CH2:8][OH:9])[C@H:4]([C:11]([NH2:13])=[O:12])[CH2:3]1.Cl.CN(C)C.C(N(CC)CC)C.[C:26]1([S:32](Cl)(=[O:34])=[O:33])[CH:31]=[CH:30][CH:29]=[CH:28][CH:27]=1, predict the reaction product. The product is: [C:26]1([S:32]([O:9][CH2:8][C:7]([N:5]2[CH2:6][C@@H:2]([F:1])[CH2:3][C@H:4]2[C:11]([NH2:13])=[O:12])=[O:10])(=[O:34])=[O:33])[CH:31]=[CH:30][CH:29]=[CH:28][CH:27]=1. (2) Given the reactants [Na].[C:2]12([C:12]#[N:13])[CH2:11][CH:6]3[CH2:7][CH:8]([CH2:10][CH:4]([CH2:5]3)[CH2:3]1)[CH2:9]2.C(O[CH2:18][CH3:19])(=O)C.[ClH:20], predict the reaction product. The product is: [ClH:20].[C:2]12([C:12]([C:19]34[CH2:18][CH:8]5[CH2:10][CH:4]([CH2:3][CH:2]([CH2:9]5)[CH2:11]3)[CH2:5]4)=[NH:13])[CH2:9][CH:8]3[CH2:7][CH:6]([CH2:5][CH:4]([CH2:10]3)[CH2:3]1)[CH2:11]2. (3) Given the reactants [Cl:1][C:2]1[CH:7]=[CH:6][C:5]([S:8]([C@H:11]2[CH2:15][NH:14][C@H:13]([C:16]([NH:18][C:19]3([C:22]#[N:23])[CH2:21][CH2:20]3)=[O:17])[CH2:12]2)(=[O:10])=[O:9])=[CH:4][CH:3]=1.Cl.[N:25]1([C:31]2([C:34](O)=[O:35])[CH2:33][CH2:32]2)[CH2:30][CH2:29][CH2:28][CH2:27][CH2:26]1, predict the reaction product. The product is: [Cl:1][C:2]1[CH:7]=[CH:6][C:5]([S:8]([C@H:11]2[CH2:15][N:14]([C:34]([C:31]3([N:25]4[CH2:30][CH2:29][CH2:28][CH2:27][CH2:26]4)[CH2:32][CH2:33]3)=[O:35])[C@H:13]([C:16]([NH:18][C:19]3([C:22]#[N:23])[CH2:21][CH2:20]3)=[O:17])[CH2:12]2)(=[O:9])=[O:10])=[CH:4][CH:3]=1. (4) Given the reactants [Cl:1][C:2]1[C:7]([S:8]([CH3:11])(=[O:10])=[O:9])=[CH:6][C:5]([C:12]2[N:13]([C:33](Cl)=[O:34])[C:14]([C:26]3[CH:31]=[CH:30][C:29]([Cl:32])=[CH:28][CH:27]=3)([CH3:25])[C:15]([C:18]3[CH:23]=[CH:22][C:21]([Cl:24])=[CH:20][CH:19]=3)([CH3:17])[N:16]=2)=[C:4]([O:36][CH2:37][CH3:38])[CH:3]=1.Cl.[CH3:40][S:41]([CH2:44][CH2:45][CH2:46][N:47]1[CH2:52][CH2:51][NH:50][CH2:49][CH2:48]1)(=[O:43])=[O:42], predict the reaction product. The product is: [Cl:1][C:2]1[C:7]([S:8]([CH3:11])(=[O:9])=[O:10])=[CH:6][C:5]([C:12]2[N:13]([C:33]([N:50]3[CH2:49][CH2:48][N:47]([CH2:46][CH2:45][CH2:44][S:41]([CH3:40])(=[O:42])=[O:43])[CH2:52][CH2:51]3)=[O:34])[C@@:14]([C:26]3[CH:31]=[CH:30][C:29]([Cl:32])=[CH:28][CH:27]=3)([CH3:25])[C@@:15]([C:18]3[CH:19]=[CH:20][C:21]([Cl:24])=[CH:22][CH:23]=3)([CH3:17])[N:16]=2)=[C:4]([O:36][CH2:37][CH3:38])[CH:3]=1. (5) Given the reactants [CH:1]1([C:4]2[CH:8]=[C:7]([CH:9]3[CH2:11][CH2:10]3)[N:6]([C:12]3[CH:17]=[CH:16][C:15]([NH:18][C:19](=[O:26])[C:20]4[CH:25]=[CH:24][N:23]=[CH:22][CH:21]=4)=[CH:14][C:13]=3[F:27])[N:5]=2)[CH2:3][CH2:2]1.C(O)(=O)C1C=CN=CC=1.[ClH:37], predict the reaction product. The product is: [ClH:37].[CH:1]1([C:4]2[CH:8]=[C:7]([CH:9]3[CH2:11][CH2:10]3)[N:6]([C:12]3[CH:17]=[CH:16][C:15]([NH:18][C:19](=[O:26])[C:20]4[CH:25]=[CH:24][N:23]=[CH:22][CH:21]=4)=[CH:14][C:13]=3[F:27])[N:5]=2)[CH2:2][CH2:3]1. (6) Given the reactants C(N1C=[C:15]2[C:10]([CH:11]=[C:12]([B:17]3[O:21][C:20]([CH3:23])([CH3:22])[C:19]([CH3:25])([CH3:24])[O:18]3)[CH:13]=[CH:14]2)=N1)C1C=CC=CC=1.BrC1C=C([CH:33]2[CH2:38][CH2:37][N:36]([C:39]([OH:41])=[O:40])[CH2:35][CH2:34]2)C=CC=1, predict the reaction product. The product is: [C:19]([O:41][C:39]([N:36]1[CH2:35][CH2:34][CH:33]([C:10]2[CH:15]=[CH:14][CH:13]=[C:12]([B:17]3[O:18][C:19]([CH3:24])([CH3:25])[C:20]([CH3:22])([CH3:23])[O:21]3)[CH:11]=2)[CH2:38][CH2:37]1)=[O:40])([CH3:25])([CH3:24])[CH3:20]. (7) The product is: [F:1][C:2]1[CH:7]=[C:6]([O:8][CH2:17][C:18]2[CH:23]=[CH:22][C:21]([CH:24]([OH:28])[CH2:25][CH2:26][CH3:27])=[CH:20][CH:19]=2)[CH:5]=[CH:4][C:3]=1[CH2:9][CH2:10][C:11]([O:13][CH2:14][CH3:15])=[O:12]. Given the reactants [F:1][C:2]1[CH:7]=[C:6]([OH:8])[CH:5]=[CH:4][C:3]=1[CH2:9][CH2:10][C:11]([O:13][CH2:14][CH3:15])=[O:12].O[CH2:17][C:18]1[CH:23]=[CH:22][C:21]([CH:24]([OH:28])[CH2:25][CH2:26][CH3:27])=[CH:20][CH:19]=1.C(P(CCCC)CCCC)CCC.N(C(N1CCCCC1)=O)=NC(N1CCCCC1)=O, predict the reaction product.